From a dataset of Full USPTO retrosynthesis dataset with 1.9M reactions from patents (1976-2016). Predict the reactants needed to synthesize the given product. Given the product [Cl:31][C:32]1[CH:38]=[C:37]([O:39][C:40]2[C:41]3[N:48]([CH3:49])[CH:47]=[CH:46][C:42]=3[N:43]=[CH:44][N:45]=2)[CH:36]=[CH:35][C:33]=1[NH:34][C:18]([NH:1][C:2]1[N:3]=[CH:4][C:5]2[C:10]([CH:11]=1)=[CH:9][CH:8]=[CH:7][CH:6]=2)=[O:19], predict the reactants needed to synthesize it. The reactants are: [NH2:1][C:2]1[N:3]=[CH:4][C:5]2[C:10]([CH:11]=1)=[CH:9][CH:8]=[CH:7][CH:6]=2.N1C=CC=CC=1.[C:18](Cl)(=O)[O:19]C1C=CC([N+]([O-])=O)=CC=1.[Cl:31][C:32]1[CH:38]=[C:37]([O:39][C:40]2[C:41]3[N:48]([CH3:49])[CH:47]=[CH:46][C:42]=3[N:43]=[CH:44][N:45]=2)[CH:36]=[CH:35][C:33]=1[NH2:34].